Dataset: Catalyst prediction with 721,799 reactions and 888 catalyst types from USPTO. Task: Predict which catalyst facilitates the given reaction. (1) Product: [NH:7]1[C:8]2[C:13](=[CH:12][CH:11]=[CH:10][CH:9]=2)[C:5]([C:3](=[O:4])[CH:2]([NH:20][C:21]2[CH:22]=[C:23]([CH:29]=[CH:30][CH:31]=2)[C:24]([N:26]([CH3:28])[CH3:27])=[O:25])[C:14]2[CH:19]=[CH:18][CH:17]=[CH:16][CH:15]=2)=[CH:6]1. Reactant: Cl[CH:2]([C:14]1[CH:19]=[CH:18][CH:17]=[CH:16][CH:15]=1)[C:3]([C:5]1[C:13]2[C:8](=[CH:9][CH:10]=[CH:11][CH:12]=2)[NH:7][CH:6]=1)=[O:4].[NH2:20][C:21]1[CH:22]=[C:23]([CH:29]=[CH:30][CH:31]=1)[C:24]([N:26]([CH3:28])[CH3:27])=[O:25].CCN(C(C)C)C(C)C. The catalyst class is: 10. (2) Reactant: [CH3:1][C:2]1[C:3]([CH:9]([CH:12]2[CH2:14][CH2:13]2)[CH:10]=O)=[N:4][CH:5]=[CH:6][C:7]=1[Cl:8].[C:15]([O:23][CH2:24][CH3:25])(=[O:22])[CH2:16][C:17]([O:19][CH2:20][CH3:21])=[O:18].N1CCCCC1.C(O)(=O)C. Product: [CH2:20]([O:19][C:17](=[O:18])[C:16](=[CH:10][CH:9]([C:3]1[C:2]([CH3:1])=[C:7]([Cl:8])[CH:6]=[CH:5][N:4]=1)[CH:12]1[CH2:14][CH2:13]1)[C:15]([O:23][CH2:24][CH3:25])=[O:22])[CH3:21]. The catalyst class is: 8.